Dataset: Forward reaction prediction with 1.9M reactions from USPTO patents (1976-2016). Task: Predict the product of the given reaction. (1) The product is: [Cl:24][CH2:23][CH2:22][CH2:21][O:1][C:2]1[CH:10]=[CH:9][C:5]([C:6]([NH2:8])=[O:7])=[CH:4][CH:3]=1. Given the reactants [OH:1][C:2]1[CH:10]=[CH:9][C:5]([C:6]([NH2:8])=[O:7])=[CH:4][CH:3]=1.C(=O)([O-])[O-].[K+].[K+].C(#N)C.Br[CH2:21][CH2:22][CH2:23][Cl:24], predict the reaction product. (2) Given the reactants [C:1]([C:4]1[CH:9]=[CH:8][C:7](B(O)O)=[CH:6][CH:5]=1)(=[O:3])[NH2:2].Br[C:14]1[CH:35]=[CH:34][C:17]2[N:18]=[C:19]([CH2:21][C:22]3[O:26][C:25]([NH:27][C@H:28]4[CH2:32][CH2:31][NH:30][C:29]4=[O:33])=[N:24][N:23]=3)[S:20][C:16]=2[CH:15]=1.[O-]P([O-])([O-])=O.[K+].[K+].[K+], predict the reaction product. The product is: [O:33]=[C:29]1[C@@H:28]([NH:27][C:25]2[O:26][C:22]([CH2:21][C:19]3[S:20][C:16]4[CH:15]=[C:14]([C:7]5[CH:8]=[CH:9][C:4]([C:1]([NH2:2])=[O:3])=[CH:5][CH:6]=5)[CH:35]=[CH:34][C:17]=4[N:18]=3)=[N:23][N:24]=2)[CH2:32][CH2:31][NH:30]1.